From a dataset of Full USPTO retrosynthesis dataset with 1.9M reactions from patents (1976-2016). Predict the reactants needed to synthesize the given product. (1) Given the product [CH3:1][C:2]1[C:7]([Cl:8])=[CH:6][CH:5]=[CH:4][C:3]=1[N:9]1[C:13](=[O:14])[N:12]([CH3:15])[N:11]=[N:10]1, predict the reactants needed to synthesize it. The reactants are: [CH3:1][C:2]1[C:7]([Cl:8])=[CH:6][CH:5]=[CH:4][C:3]=1[N:9]1[C:13](=[O:14])[NH:12][N:11]=[N:10]1.[C:15](=O)([O-])[O-].[K+].[K+].COS(=O)(=O)OC.C(=O)(O)[O-].[Na+]. (2) Given the product [CH2:1]([O:8][C:9]1[CH:16]=[CH:15][C:12]([C:13]2[C:28]([CH3:27])=[C:29]([CH2:30][OH:31])[O:24][N:23]=2)=[CH:11][CH:10]=1)[C:2]1[CH:7]=[CH:6][CH:5]=[CH:4][CH:3]=1, predict the reactants needed to synthesize it. The reactants are: [CH2:1]([O:8][C:9]1[CH:16]=[CH:15][C:12]([CH:13]=O)=[CH:11][CH:10]=1)[C:2]1[CH:7]=[CH:6][CH:5]=[CH:4][CH:3]=1.C(=O)(O)[O-].[Na+].Cl.[NH2:23][OH:24].ClN1[C:30](=[O:31])[CH2:29][CH2:28][C:27]1=O.C(O)C#CC.C(N(CC)CC)C.